This data is from Catalyst prediction with 721,799 reactions and 888 catalyst types from USPTO. The task is: Predict which catalyst facilitates the given reaction. Reactant: C([S:5][C:6]1[CH:11]=[CH:10][C:9]([C:12]2[CH:13]=[N:14][N:15]([CH3:17])[CH:16]=2)=[CH:8][C:7]=1[C:18]([F:21])([F:20])[F:19])(C)(C)C. Product: [CH3:17][N:15]1[CH:16]=[C:12]([C:9]2[CH:10]=[CH:11][C:6]([SH:5])=[C:7]([C:18]([F:21])([F:19])[F:20])[CH:8]=2)[CH:13]=[N:14]1. The catalyst class is: 33.